Dataset: Full USPTO retrosynthesis dataset with 1.9M reactions from patents (1976-2016). Task: Predict the reactants needed to synthesize the given product. (1) Given the product [ClH:19].[NH2:1][C:4]1[N:5]=[CH:6][N:7]2[C:11]([C:12]([F:15])([F:14])[F:13])=[C:10]([C:16]([O:18][CH2:21][CH3:22])=[O:17])[S:9][C:8]=12, predict the reactants needed to synthesize it. The reactants are: [N+:1]([C:4]1[N:5]=[CH:6][N:7]2[C:11]([C:12]([F:15])([F:14])[F:13])=[C:10]([C:16]([O-:18])=[O:17])[S:9][C:8]=12)([O-])=O.[ClH:19].O1CCO[CH2:22][CH2:21]1. (2) Given the product [CH3:2][CH:3]([O:13][CH:14]([CH2:16][S:23]([O-:26])(=[O:25])=[O:24])[CH2:15][S:17]([O-:20])(=[O:19])=[O:18])[CH2:4][CH2:5][CH2:6][CH2:7][CH2:8][CH2:9][CH2:10][CH3:11].[Na+:21].[Na+:21], predict the reactants needed to synthesize it. The reactants are: Cl[CH2:2][CH:3]([O:13][CH:14]([CH3:16])[CH3:15])[CH:4](Cl)[CH2:5][CH2:6][CH2:7][CH2:8][CH2:9][CH2:10][CH3:11].[S:17]([O-:20])([O-:19])=[O:18].[Na+:21].[Na+].[S:23](S([O-])=O)([O-:26])(=[O:25])=[O:24].[Na+].[Na+].C(=O)([O-])[O-].[Na+].[Na+].